Predict the reactants needed to synthesize the given product. From a dataset of Full USPTO retrosynthesis dataset with 1.9M reactions from patents (1976-2016). (1) Given the product [Cl:27][C:26]1[C:21]([Cl:20])=[C:22]2[C:23]([C:32]([OH:34])=[C:31]([C:37]([O:39][CH2:40][CH3:41])=[O:38])[C:29](=[O:30])[C:28]2([CH3:42])[CH3:43])=[CH:24][CH:25]=1, predict the reactants needed to synthesize it. The reactants are: O=P12OP3(OP(OP(O3)(O1)=O)(=O)O2)=O.OS(O)(=O)=O.[Cl:20][C:21]1[C:26]([Cl:27])=[CH:25][CH:24]=[CH:23][C:22]=1[C:28]([CH3:43])([CH3:42])[C:29]([CH:31]([C:37]([O:39][CH2:40][CH3:41])=[O:38])[C:32]([O:34]CC)=O)=[O:30]. (2) Given the product [Br:1][C:2]1[C:3]([F:33])=[CH:4][C:5]([F:32])=[C:6]([C@:8]2([CH3:9])[CH2:10][C@@H:11]([C:13]3[C:14]([CH3:19])=[N:15][O:16][C:17]=3[CH3:18])[S:22][C:21]([NH2:23])=[N:20]2)[CH:7]=1, predict the reactants needed to synthesize it. The reactants are: [Br:1][C:2]1[C:3]([F:33])=[CH:4][C:5]([F:32])=[C:6]([C@@:8]([NH:20][C:21]([NH:23]C(=O)C2C=CC=CC=2)=[S:22])([CH2:10][CH:11]([C:13]2[C:14]([CH3:19])=[N:15][O:16][C:17]=2[CH3:18])O)[CH3:9])[CH:7]=1.Cl.O. (3) Given the product [C:24]([C:9]1[CH:10]=[C:11]2[C:6](=[CH:7][CH:8]=1)[N:5]([CH2:4][C:3]1[CH:26]=[CH:27][CH:28]=[CH:29][C:2]=1[NH:1][S:31]([CH3:30])(=[O:33])=[O:32])[C:17]1[CH2:16][CH2:15][CH:14]([NH:18][C:19](=[O:23])[CH:20]([CH3:21])[CH3:22])[CH2:13][C:12]2=1)#[N:25], predict the reactants needed to synthesize it. The reactants are: [NH2:1][C:2]1[CH:29]=[CH:28][CH:27]=[CH:26][C:3]=1[CH2:4][N:5]1[C:17]2[CH2:16][CH2:15][CH:14]([NH:18][C:19](=[O:23])[CH:20]([CH3:22])[CH3:21])[CH2:13][C:12]=2[C:11]2[C:6]1=[CH:7][CH:8]=[C:9]([C:24]#[N:25])[CH:10]=2.[CH3:30][S:31](Cl)(=[O:33])=[O:32].N1C=CC=CC=1.CN(C=O)C. (4) Given the product [CH3:8][C:7]([NH2:10])([C:5]1[S:4][N:3]=[C:2]([CH3:1])[N:6]=1)[CH3:9], predict the reactants needed to synthesize it. The reactants are: [CH3:1][C:2]1[N:6]=[C:5]([C:7]([NH:10]C(=O)OC(C)(C)C)([CH3:9])[CH3:8])[S:4][N:3]=1.O. (5) Given the product [C:19]([C:10]1[C:11]2[C:16](=[CH:15][CH:14]=[CH:13][CH:12]=2)[C:17]([OH:18])=[C:8]([C:6]([NH:21][C@@H:22]([CH3:23])[C:24]([OH:26])=[O:25])=[O:7])[N:9]=1)#[N:20], predict the reactants needed to synthesize it. The reactants are: C(O[C:6]([C:8]1[N:9]=[C:10]([C:19]#[N:20])[C:11]2[C:16]([C:17]=1[OH:18])=[CH:15][CH:14]=[CH:13][CH:12]=2)=[O:7])CCC.[NH2:21][C@H:22]([C:24]([OH:26])=[O:25])[CH3:23].CO[Na].CO. (6) Given the product [CH3:2][O:3][C:4]1[CH:5]=[C:6]([C:12]2[C:13]([CH3:25])([CH3:24])[C:14](=[O:23])[N:15]([CH:17]3[CH2:22][CH2:21][N:20]([S:36]([C:31]4[CH:32]=[CH:33][CH:34]=[C:35]5[C:30]=4[CH:29]=[CH:28][N:27]5[CH3:26])(=[O:37])=[O:38])[CH2:19][CH2:18]3)[N:16]=2)[CH:7]=[CH:8][C:9]=1[O:10][CH3:11], predict the reactants needed to synthesize it. The reactants are: Cl.[CH3:2][O:3][C:4]1[CH:5]=[C:6]([C:12]2[C:13]([CH3:25])([CH3:24])[C:14](=[O:23])[N:15]([CH:17]3[CH2:22][CH2:21][NH:20][CH2:19][CH2:18]3)[N:16]=2)[CH:7]=[CH:8][C:9]=1[O:10][CH3:11].[CH3:26][N:27]1[C:35]2[CH:34]=[CH:33][CH:32]=[C:31]([S:36](Cl)(=[O:38])=[O:37])[C:30]=2[CH:29]=[CH:28]1. (7) Given the product [N+:27]([C:23]1[CH:22]=[C:21]([CH:26]=[CH:25][CH:24]=1)[CH2:20][C:19]1[C:3]2[C:4](=[O:18])[N:5]([C:12]3[CH:17]=[CH:16][CH:15]=[CH:14][CH:13]=3)[C:6]3[N:7]=[CH:8][CH:9]=[CH:10][C:11]=3[C:2]=2[NH:33][N:32]=1)([O-:29])=[O:28], predict the reactants needed to synthesize it. The reactants are: O[C:2]1[C:11]2[C:6](=[N:7][CH:8]=[CH:9][CH:10]=2)[N:5]([C:12]2[CH:17]=[CH:16][CH:15]=[CH:14][CH:13]=2)[C:4](=[O:18])[C:3]=1[C:19](=O)[CH2:20][C:21]1[CH:26]=[CH:25][CH:24]=[C:23]([N+:27]([O-:29])=[O:28])[CH:22]=1.O.[NH2:32][NH2:33].